The task is: Regression. Given two drug SMILES strings and cell line genomic features, predict the synergy score measuring deviation from expected non-interaction effect.. This data is from NCI-60 drug combinations with 297,098 pairs across 59 cell lines. Drug 1: C1=CC(=CC=C1CC(C(=O)O)N)N(CCCl)CCCl.Cl. Drug 2: CCCCC(=O)OCC(=O)C1(CC(C2=C(C1)C(=C3C(=C2O)C(=O)C4=C(C3=O)C=CC=C4OC)O)OC5CC(C(C(O5)C)O)NC(=O)C(F)(F)F)O. Cell line: MDA-MB-435. Synergy scores: CSS=-7.78, Synergy_ZIP=2.65, Synergy_Bliss=-0.469, Synergy_Loewe=-5.44, Synergy_HSA=-6.35.